This data is from Forward reaction prediction with 1.9M reactions from USPTO patents (1976-2016). The task is: Predict the product of the given reaction. (1) Given the reactants [CH3:13][C:12]([O:11][C:9](O[C:9]([O:11][C:12]([CH3:15])([CH3:14])[CH3:13])=[O:10])=[O:10])([CH3:15])[CH3:14].[Br:16][C:17]1[CH:18]=[C:19]([N:24]2[CH2:29][CH2:28][NH:27][CH2:26][CH2:25]2)[CH:20]=[C:21]([F:23])[CH:22]=1, predict the reaction product. The product is: [Br:16][C:17]1[CH:18]=[C:19]([N:24]2[CH2:29][CH2:28][N:27]([C:9]([O:11][C:12]([CH3:13])([CH3:14])[CH3:15])=[O:10])[CH2:26][CH2:25]2)[CH:20]=[C:21]([F:23])[CH:22]=1. (2) Given the reactants [F:1][C:2]([F:12])([F:11])[C:3]1[CH:4]=[C:5]([CH2:9][NH2:10])[CH:6]=[CH:7][CH:8]=1.[C:13]1(=[O:19])[O:18][C:16](=[O:17])[CH2:15][CH2:14]1.CO, predict the reaction product. The product is: [O:19]=[C:13]([NH:10][CH2:9][C:5]1[CH:6]=[CH:7][CH:8]=[C:3]([C:2]([F:11])([F:12])[F:1])[CH:4]=1)[CH2:14][CH2:15][C:16]([OH:18])=[O:17]. (3) Given the reactants [Cl:1][C:2]1[CH:10]=[CH:9][C:8]([CH3:11])=[C:7]2[C:3]=1[C:4]([NH2:12])=[N:5][NH:6]2.CC1(C)OC(=O)[CH:17]([C:21]([CH:23]2[CH2:28][CH2:27][N:26]([C:29]([O:31][C:32]([CH3:35])([CH3:34])[CH3:33])=[O:30])[CH2:25][CH2:24]2)=O)[C:16](=O)[O:15]1.P([O-])([O-])([O-])=O.[K+].[K+].[K+], predict the reaction product. The product is: [Cl:1][C:2]1[C:3]2[C:7]([C:8]([CH3:11])=[CH:9][CH:10]=1)=[N:6][N:5]1[C:21]([CH:23]3[CH2:28][CH2:27][N:26]([C:29]([O:31][C:32]([CH3:35])([CH3:34])[CH3:33])=[O:30])[CH2:25][CH2:24]3)=[CH:17][C:16](=[O:15])[NH:12][C:4]=21. (4) Given the reactants C(O)C.[O:4]=[CH:5][C@@H:6]([C@H:8]([C@@H:10]([C@@H:12]([CH2:14][OH:15])[OH:13])[OH:11])[OH:9])[OH:7].[Sn].[CH2:17](Br)[CH:18]=[CH2:19], predict the reaction product. The product is: [CH2:19]([CH:5]([C@@H:6]([C@H:8]([C@@H:10]([C@@H:12]([CH2:14][OH:15])[OH:13])[OH:11])[OH:9])[OH:7])[OH:4])[CH:18]=[CH2:17]. (5) Given the reactants [NH2:1][C:2]1[CH:7]=[CH:6][C:5]([N:8]2[C:14](=[O:15])[CH2:13][C:12](=[O:16])[NH:11][C:10]3[C:17]4[C:22]([CH:23]=[CH:24][C:9]2=3)=[CH:21][CH:20]=[CH:19][CH:18]=4)=[CH:4][CH:3]=1.[Cl:25][C:26]1[C:27]([O:35][CH3:36])=[C:28]([CH:32]=[CH:33][CH:34]=1)[C:29](Cl)=[O:30].NC1C=CC(N2C(=O)CC(=O)NC3C(CC)=CC=CC2=3)=CC=1, predict the reaction product. The product is: [Cl:25][C:26]1[C:27]([O:35][CH3:36])=[C:28]([CH:32]=[CH:33][CH:34]=1)[C:29]([NH:1][C:2]1[CH:7]=[CH:6][C:5]([N:8]2[C:14](=[O:15])[CH2:13][C:12](=[O:16])[NH:11][C:10]3[C:17]4[C:22]([CH:23]=[CH:24][C:9]2=3)=[CH:21][CH:20]=[CH:19][CH:18]=4)=[CH:4][CH:3]=1)=[O:30]. (6) Given the reactants [NH2:1][C:2]1[CH:3]=[C:4]([C:8]2[C:16]3[C:11](=[CH:12][CH:13]=[C:14](C#N)[CH:15]=3)[N:10]([CH:19]3[CH2:24][CH2:23][CH2:22][CH2:21][O:20]3)[N:9]=2)[CH:5]=[CH:6][CH:7]=1.[C:25]([O:28][C@@H:29]([CH3:33])[C:30](O)=[O:31])(=[O:27])[CH3:26].Cl.[CH3:35][N:36](C)CCCN=C=NCC, predict the reaction product. The product is: [C:25]([O:28][C@H:29]([C:30](=[O:31])[NH:1][C:2]1[CH:7]=[CH:6][CH:5]=[C:4]([C:8]2[C:16]3[C:11](=[CH:12][CH:13]=[CH:14][CH:15]=3)[N:10]([CH:19]3[CH2:24][CH2:23][CH:22]([C:35]#[N:36])[CH2:21][O:20]3)[N:9]=2)[CH:3]=1)[CH3:33])(=[O:27])[CH3:26].